From a dataset of Forward reaction prediction with 1.9M reactions from USPTO patents (1976-2016). Predict the product of the given reaction. (1) The product is: [CH3:2][C:3]1[N:13]=[CH:11][S:12][C:4]=1[C:5]([NH2:15])=[O:7]. Given the reactants Cl[CH2:2][C:3](=O)[CH2:4][C:5]([O:7]CC)=O.[CH:11]([NH2:13])=[S:12].O.[NH3:15], predict the reaction product. (2) Given the reactants C(OC([NH:8][CH2:9][CH2:10][CH2:11][C:12]1[N:16]2[C:17]3[CH:41]=[CH:40][C:39]([Cl:42])=[CH:38][C:18]=3[CH:19]([C:28]3[CH:33]=[CH:32][CH:31]=[C:30]([O:34][CH3:35])[C:29]=3[O:36][CH3:37])[O:20][CH:21]([CH2:22][C:23]([O:25]CC)=[O:24])[C:15]2=[N:14][N:13]=1)=O)(C)(C)C.Cl, predict the reaction product. The product is: [NH2:8][CH2:9][CH2:10][CH2:11][C:12]1[N:16]2[C:17]3[CH:41]=[CH:40][C:39]([Cl:42])=[CH:38][C:18]=3[CH:19]([C:28]3[CH:33]=[CH:32][CH:31]=[C:30]([O:34][CH3:35])[C:29]=3[O:36][CH3:37])[O:20][CH:21]([CH2:22][C:23]([OH:25])=[O:24])[C:15]2=[N:14][N:13]=1.